This data is from Reaction yield outcomes from USPTO patents with 853,638 reactions. The task is: Predict the reaction yield, written as a fraction of the theoretical maximum amount of product (1.0 means a 100% yield; for example, 0.34 means a 34% yield). The reactants are [CH2:1]([O:3][C:4]([C:7]1[CH:11]=[C:10]([NH:12][C:13](=[O:21])OC2C=CC=CC=2)[N:9]([C:22]2[CH:27]=[CH:26][CH:25]=[CH:24][CH:23]=2)[N:8]=1)([CH3:6])[CH3:5])[CH3:2].[CH3:28][O:29][C:30]1[CH:31]=[C:32]2[C:37](=[CH:38][C:39]=1[O:40][CH3:41])[N:36]=[CH:35][N:34]=[C:33]2[O:42][C:43]1[CH:44]=[C:45]([CH:47]=[CH:48][CH:49]=1)[NH2:46].C(N(CC)C(C)C)(C)C. The catalyst is C1COCC1. The product is [CH3:28][O:29][C:30]1[CH:31]=[C:32]2[C:37](=[CH:38][C:39]=1[O:40][CH3:41])[N:36]=[CH:35][N:34]=[C:33]2[O:42][C:43]1[CH:44]=[C:45]([NH:46][C:13]([NH:12][C:10]2[N:9]([C:22]3[CH:23]=[CH:24][CH:25]=[CH:26][CH:27]=3)[N:8]=[C:7]([C:4]([O:3][CH2:1][CH3:2])([CH3:5])[CH3:6])[CH:11]=2)=[O:21])[CH:47]=[CH:48][CH:49]=1. The yield is 0.600.